Dataset: Reaction yield outcomes from USPTO patents with 853,638 reactions. Task: Predict the reaction yield, written as a fraction of the theoretical maximum amount of product (1.0 means a 100% yield; for example, 0.34 means a 34% yield). (1) The reactants are [OH:1][CH:2]([C:19]1[CH:24]=[CH:23][CH:22]=[CH:21][CH:20]=1)[CH2:3][O:4][C:5]1[CH:18]=[CH:17][C:8]([CH:9]=[C:10]2[S:14][C:13](=[O:15])[NH:12][C:11]2=[O:16])=[CH:7][CH:6]=1.O.[BH4-].[Na+].C(O)(=O)C. The catalyst is C1COCC1.[OH-].[Na+].O.O.O.O.O.O.[Co](Cl)Cl.CC(=NO)C(C)=NO. The product is [OH:1][CH:2]([C:19]1[CH:20]=[CH:21][CH:22]=[CH:23][CH:24]=1)[CH2:3][O:4][C:5]1[CH:18]=[CH:17][C:8]([CH2:9][CH:10]2[S:14][C:13](=[O:15])[NH:12][C:11]2=[O:16])=[CH:7][CH:6]=1. The yield is 0.760. (2) The reactants are Br[C:2]1[CH:3]=[C:4]2[C:8](=[C:9]([C:11]([NH2:13])=[O:12])[CH:10]=1)[NH:7][CH:6]=[C:5]2[CH:14]1[CH2:18][CH2:17][S:16](=[O:20])(=[O:19])[CH2:15]1.[O:21]1[CH:25]=[CH:24][C:23](B(O)O)=[CH:22]1.C(=O)([O-])[O-].[K+].[K+]. The catalyst is O1CCOCC1.O.C1C=CC(P(C2C=CC=CC=2)[C-]2C=CC=C2)=CC=1.C1C=CC(P(C2C=CC=CC=2)[C-]2C=CC=C2)=CC=1.Cl[Pd]Cl.[Fe+2]. The product is [O:19]=[S:16]1(=[O:20])[CH2:17][CH2:18][CH:14]([C:5]2[C:4]3[C:8](=[C:9]([C:11]([NH2:13])=[O:12])[CH:10]=[C:2]([C:23]4[CH:24]=[CH:25][O:21][CH:22]=4)[CH:3]=3)[NH:7][CH:6]=2)[CH2:15]1. The yield is 0.360. (3) The reactants are Cl.[O:2]=[C:3]1[NH:12][C:11]2[N:10]=[CH:9][C:8](/[CH:13]=[CH:14]/[C:15]([OH:17])=O)=[CH:7][C:6]=2[CH2:5][CH2:4]1.Cl.[CH2:19]([O:26][CH:27]1[CH2:30][NH:29][CH2:28]1)[C:20]1[CH:25]=[CH:24][CH:23]=[CH:22][CH:21]=1.CCN(C(C)C)C(C)C.CCN=C=NCCCN(C)C. The catalyst is CN(C1C=CN=CC=1)C.CN(C=O)C. The product is [CH2:19]([O:26][CH:27]1[CH2:28][N:29]([C:15](=[O:17])/[CH:14]=[CH:13]/[C:8]2[CH:7]=[C:6]3[C:11](=[N:10][CH:9]=2)[NH:12][C:3](=[O:2])[CH2:4][CH2:5]3)[CH2:30]1)[C:20]1[CH:21]=[CH:22][CH:23]=[CH:24][CH:25]=1. The yield is 0.380.